Dataset: Catalyst prediction with 721,799 reactions and 888 catalyst types from USPTO. Task: Predict which catalyst facilitates the given reaction. (1) Reactant: [H-].[Na+].C(O[C:6](=[O:15])[CH2:7][N:8]1[C:12]([CH3:13])=[CH:11][C:10]([CH3:14])=[N:9]1)C.[CH3:16][C:17]([CH3:19])=[O:18].Cl. Product: [CH3:14][C:10]1[CH:11]=[C:12]([CH3:13])[N:8]([CH2:7][C:6](=[O:15])[CH2:16][C:17](=[O:18])[CH3:19])[N:9]=1. The catalyst class is: 9. (2) Product: [CH2:1]([O:8][C:9](=[O:10])[NH:11][C@@H:12]1[CH2:17][CH2:16][C@@H:15]([N:25]=[N+:26]=[N-:27])[C@@H:14]([O:23][CH3:24])[CH2:13]1)[C:2]1[CH:7]=[CH:6][CH:5]=[CH:4][CH:3]=1. Reactant: [CH2:1]([O:8][C:9]([NH:11][C@@H:12]1[CH2:17][CH2:16][C@H:15](OS(C)(=O)=O)[C@@H:14]([O:23][CH3:24])[CH2:13]1)=[O:10])[C:2]1[CH:7]=[CH:6][CH:5]=[CH:4][CH:3]=1.[N-:25]=[N+:26]=[N-:27].[Na+]. The catalyst class is: 39. (3) Reactant: [CH2:1]([O:8][C:9](=[O:36])[C@@H:10]([NH:28][C:29]([O:31][C:32]([CH3:35])([CH3:34])[CH3:33])=[O:30])[CH2:11][CH2:12][C:13](=O)[NH:14][C:15]1[CH:20]=[C:19]([Cl:21])[C:18]([Cl:22])=[CH:17][C:16]=1[NH:23][CH2:24][CH2:25][CH3:26])[C:2]1[CH:7]=[CH:6][CH:5]=[CH:4][CH:3]=1. Product: [CH2:1]([O:8][C:9](=[O:36])[C@@H:10]([NH:28][C:29]([O:31][C:32]([CH3:35])([CH3:34])[CH3:33])=[O:30])[CH2:11][CH2:12][C:13]1[N:23]([CH2:24][CH2:25][CH3:26])[C:16]2[CH:17]=[C:18]([Cl:22])[C:19]([Cl:21])=[CH:20][C:15]=2[N:14]=1)[C:2]1[CH:7]=[CH:6][CH:5]=[CH:4][CH:3]=1. The catalyst class is: 15. (4) Reactant: Cl.[NH2:2][C:3]1([CH3:22])[CH2:7][CH2:6][CH2:5][CH:4]1[NH:8][C:9](=[O:21])[O:10][C@@H:11]1[CH2:16][C@H:15]([CH3:17])[CH2:14][CH2:13][C@H:12]1[CH:18]([CH3:20])[CH3:19].F[C:24]1[CH:29]=[CH:28][C:27]([C:30]([F:33])([F:32])[F:31])=[CH:26][N:25]=1.CCN(C(C)C)C(C)C.C(=O)(O)[O-].[Na+]. Product: [CH3:22][C:3]1([NH:2][C:24]2[CH:29]=[CH:28][C:27]([C:30]([F:33])([F:32])[F:31])=[CH:26][N:25]=2)[CH2:7][CH2:6][CH2:5][CH:4]1[NH:8][C:9](=[O:21])[O:10][C@@H:11]1[CH2:16][C@H:15]([CH3:17])[CH2:14][CH2:13][C@H:12]1[CH:18]([CH3:19])[CH3:20]. The catalyst class is: 148. (5) Reactant: Br[C:2]1[C:7]2=[CH:8][N:9]([C:11]3[C:18]([F:19])=[CH:17][CH:16]=[CH:15][C:12]=3[C:13]#[N:14])[N:10]=[C:6]2[C:5]([F:20])=[CH:4][N:3]=1.[NH2:21][C:22]1[CH:27]=[C:26]([CH3:28])[N:25]=[CH:24][N:23]=1.CC1(C)C2C(=C(P(C3C=CC=CC=3)C3C=CC=CC=3)C=CC=2)OC2C(P(C3C=CC=CC=3)C3C=CC=CC=3)=CC=CC1=2.C(=O)([O-])[O-].[Cs+].[Cs+]. Product: [F:19][C:18]1[C:11]([N:9]2[CH:8]=[C:7]3[C:2]([NH:21][C:22]4[CH:27]=[C:26]([CH3:28])[N:25]=[CH:24][N:23]=4)=[N:3][CH:4]=[C:5]([F:20])[C:6]3=[N:10]2)=[C:12]([CH:15]=[CH:16][CH:17]=1)[C:13]#[N:14]. The catalyst class is: 62. (6) Reactant: [Cl:1][C:2]([F:10])([F:9])[C:3]([F:8])([F:7])[C:4](Cl)=[O:5].N1C=CC=CC=1.[CH:17]([O:19][CH2:20][CH2:21][CH2:22][CH3:23])=[CH2:18].O. Product: [CH2:20]([O:19][CH:17]=[CH:18][C:4](=[O:5])[C:3]([F:8])([F:7])[C:2]([Cl:1])([F:10])[F:9])[CH2:21][CH2:22][CH3:23]. The catalyst class is: 22. (7) Reactant: [Br:1][CH2:2][C:3]([C:5]1[CH:10]=[CH:9][C:8]([C:11]([F:14])([F:13])[F:12])=[CH:7][CH:6]=1)=O.[CH2:15]([NH:18][C:19]([NH2:21])=[S:20])[CH2:16][CH3:17].C(O)C. Product: [BrH:1].[CH2:15]([NH:18][C:19]1[S:20][CH:2]=[C:3]([C:5]2[CH:10]=[CH:9][C:8]([C:11]([F:14])([F:13])[F:12])=[CH:7][CH:6]=2)[N:21]=1)[CH2:16][CH3:17]. The catalyst class is: 740.